Dataset: Full USPTO retrosynthesis dataset with 1.9M reactions from patents (1976-2016). Task: Predict the reactants needed to synthesize the given product. (1) Given the product [Br:11][C:6]1[CH:5]=[CH:4][C:3]([S:2][CH3:1])=[C:14]([Cl:15])[CH:7]=1, predict the reactants needed to synthesize it. The reactants are: [CH3:1][S:2][C:3]1C=[CH:7][CH:6]=[CH:5][C:4]=1CCl.[Br:11]Br.Cl[CH2:14][Cl:15].S([O-])([O-])(=O)=S.[Na+].[Na+]. (2) Given the product [NH2:35][C@@H:36]1[CH2:41][CH2:40][CH2:39][N:38]([C:2]2[N:7]([CH2:8][C:9]3[CH:16]=[CH:15][CH:14]=[CH:13][C:10]=3[C:11]#[N:12])[C:6](=[O:17])[N:5]([CH2:28][C:27]3[CH:30]=[CH:31][CH:32]=[C:25]([C:23]#[N:24])[CH:26]=3)[C:4](=[O:18])[CH:3]=2)[CH2:37]1, predict the reactants needed to synthesize it. The reactants are: Cl[C:2]1[N:7]([CH2:8][C:9]2[CH:16]=[CH:15][CH:14]=[CH:13][C:10]=2[C:11]#[N:12])[C:6](=[O:17])[NH:5][C:4](=[O:18])[CH:3]=1.[H-].[Na+].[Li+].[Br-].[C:23]([C:25]1[CH:26]=[C:27]([CH:30]=[CH:31][CH:32]=1)[CH2:28]Br)#[N:24].Cl.Cl.[NH2:35][C@@H:36]1[CH2:41][CH2:40][CH2:39][NH:38][CH2:37]1.C(=O)(O)[O-].[Na+]. (3) Given the product [CH3:13][O:14][C:15]1[CH:16]=[C:17]([S:23]([NH:1][C:2]2[S:3][CH:4]=[C:5]([CH2:7][C:8]([O:10][CH2:11][CH3:12])=[O:9])[N:6]=2)(=[O:24])=[O:25])[CH:18]=[CH:19][C:20]=1[O:21][CH3:22], predict the reactants needed to synthesize it. The reactants are: [NH2:1][C:2]1[S:3][CH:4]=[C:5]([CH2:7][C:8]([O:10][CH2:11][CH3:12])=[O:9])[N:6]=1.[CH3:13][O:14][C:15]1[CH:16]=[C:17]([S:23](Cl)(=[O:25])=[O:24])[CH:18]=[CH:19][C:20]=1[O:21][CH3:22]. (4) The reactants are: Cl[C:2]1[CH:3]=[CH:4][C:5]([N+:9]([O-:11])=[O:10])=[C:6]([NH2:8])[CH:7]=1.[C:12]([N:15]1[CH2:20][CH2:19][NH:18][CH2:17][CH2:16]1)(=[O:14])[CH3:13].C([O-])([O-])=O.[K+].[K+]. Given the product [C:12]([N:15]1[CH2:20][CH2:19][N:18]([C:2]2[CH:3]=[CH:4][C:5]([N+:9]([O-:11])=[O:10])=[C:6]([NH2:8])[CH:7]=2)[CH2:17][CH2:16]1)(=[O:14])[CH3:13], predict the reactants needed to synthesize it. (5) Given the product [F:1][C:2]1[CH:3]=[C:4]([NH:5][CH:20]2[CH2:21][N:22]([C:24]3[N:33]=[CH:32][C:31]([C:34]([F:37])([F:36])[F:35])=[CH:30][C:25]=3[C:26]([NH:75][C:76]3([C:79]4[CH:88]=[CH:87][C:82]([C:83]([O:85][CH3:86])=[O:84])=[CH:81][CH:80]=4)[CH2:78][CH2:77]3)=[O:28])[CH2:23]2)[CH:6]=[CH:7][CH:8]=1, predict the reactants needed to synthesize it. The reactants are: [F:1][C:2]1[CH:3]=[C:4]([CH:6]=[CH:7][CH:8]=1)[NH2:5].C(=O)([O-])[O-].[K+].[K+].CS(O[CH:20]1[CH2:23][N:22]([C:24]2[N:33]=[CH:32][C:31]([C:34]([F:37])([F:36])[F:35])=[CH:30][C:25]=2[C:26]([O:28]C)=O)[CH2:21]1)(=O)=O.O.[OH-].[Li+].F[P-](F)(F)(F)(F)F.N1(O[P+](N2CCCC2)(N2CCCC2)N2CCCC2)C2C=CC=CC=2N=N1.Cl.[NH2:75][C:76]1([C:79]2[CH:88]=[CH:87][C:82]([C:83]([O:85][CH3:86])=[O:84])=[CH:81][CH:80]=2)[CH2:78][CH2:77]1.